From a dataset of Forward reaction prediction with 1.9M reactions from USPTO patents (1976-2016). Predict the product of the given reaction. (1) Given the reactants [CH2:1]([O:8][C:9]1[CH:18]=[C:17]2[C:12]([C:13](=O)[C:14]([C:19]#[N:20])=[CH:15][NH:16]2)=[CH:11][C:10]=1[O:22][CH3:23])[C:2]1[CH:7]=[CH:6][CH:5]=[CH:4][CH:3]=1.O[Cl:25], predict the reaction product. The product is: [CH2:1]([O:8][C:9]1[CH:18]=[C:17]2[C:12]([C:13]([Cl:25])=[C:14]([C:19]#[N:20])[CH:15]=[N:16]2)=[CH:11][C:10]=1[O:22][CH3:23])[C:2]1[CH:7]=[CH:6][CH:5]=[CH:4][CH:3]=1. (2) Given the reactants [CH:1]1([N:7]([CH2:22][CH2:23][NH:24][CH2:25][CH2:26][C:27]2[C:32]3[O:33][CH2:34][C:35](=[O:37])[NH:36][C:31]=3[C:30]([OH:38])=[CH:29][CH:28]=2)[C:8](=[O:21])[CH2:9][CH2:10][NH:11][CH2:12]C2C=CC(Cl)=C(Cl)C=2)[CH2:6]C[CH2:4][CH2:3][CH2:2]1.[Cl:39][C:40]1[CH:41]=[C:42]([CH2:47]CN)[CH:43]=[CH:44][C:45]=1[Cl:46].ClC1C=C(CN)C=CC=1Cl, predict the reaction product. The product is: [CH:1]1([N:7]([CH2:22][CH2:23][NH:24][CH2:25][CH2:26][C:27]2[C:32]3[O:33][CH2:34][C:35](=[O:37])[NH:36][C:31]=3[C:30]([OH:38])=[CH:29][CH:28]=2)[C:8](=[O:21])[CH2:9][CH2:10][NH:11][CH2:12][CH2:47][C:42]2[CH:43]=[CH:44][C:45]([Cl:46])=[C:40]([Cl:39])[CH:41]=2)[CH2:6][CH2:4][CH2:3][CH2:2]1. (3) Given the reactants [CH3:1][N:2]1[C:6]([C:7]2[CH:8]=[C:9]([CH:11]=[C:12]([O:14][CH3:15])[CH:13]=2)[NH2:10])=[CH:5][N:4]=[C:3]1[CH3:16].[F:17][C:18]1[CH:19]=[C:20]2[C:28](=[CH:29][CH:30]=1)[NH:27][C:26]1[C:25]([C:31](O)=[O:32])=[CH:24][CH:23]=[CH:22][C:21]2=1.Cl.C(N=C=NCCCN(C)C)C, predict the reaction product. The product is: [CH3:1][N:2]1[C:6]([C:7]2[CH:8]=[C:9]([NH:10][C:31]([C:25]3[C:26]4[NH:27][C:28]5[C:20](=[CH:19][C:18]([F:17])=[CH:30][CH:29]=5)[C:21]=4[CH:22]=[CH:23][CH:24]=3)=[O:32])[CH:11]=[C:12]([O:14][CH3:15])[CH:13]=2)=[CH:5][N:4]=[C:3]1[CH3:16]. (4) Given the reactants [F:1][C:2]1[CH:11]=[CH:10][C:9]2[C:4](=[CH:5][CH:6]=[C:7]([CH3:12])[CH:8]=2)[CH:3]=1.C1C(=O)N([Br:20])C(=O)C1.BrBr.CC(N=NC(C#N)(C)C)(C#N)C, predict the reaction product. The product is: [Br:20][CH2:12][C:7]1[CH:6]=[CH:5][C:4]2[C:9](=[CH:10][CH:11]=[C:2]([F:1])[CH:3]=2)[CH:8]=1.